Dataset: Full USPTO retrosynthesis dataset with 1.9M reactions from patents (1976-2016). Task: Predict the reactants needed to synthesize the given product. (1) Given the product [C:29]1([C:19]2[C:18]([C:15]3[CH:16]=[CH:17][C:12]([C:8]4([NH:7][C:6](=[O:35])[O:5][C:1]([CH3:4])([CH3:3])[CH3:2])[CH2:11][CH2:10][CH2:9]4)=[CH:13][CH:14]=3)=[N:28][C:22]3[O:23][CH2:24][C:25]4[N:26]([C:39]([CH2:38][C:37]([F:44])([F:43])[F:36])=[N:41][N:42]=4)[C:21]=3[CH:20]=2)[CH:34]=[CH:33][CH:32]=[CH:31][CH:30]=1, predict the reactants needed to synthesize it. The reactants are: [C:1]([O:5][C:6](=[O:35])[NH:7][C:8]1([C:12]2[CH:17]=[CH:16][C:15]([C:18]3[C:19]([C:29]4[CH:34]=[CH:33][CH:32]=[CH:31][CH:30]=4)=[CH:20][C:21]4[NH:26][C:25](=S)[CH2:24][O:23][C:22]=4[N:28]=3)=[CH:14][CH:13]=2)[CH2:11][CH2:10][CH2:9]1)([CH3:4])([CH3:3])[CH3:2].[F:36][C:37]([F:44])([F:43])[CH2:38][C:39]([NH:41][NH2:42])=O. (2) Given the product [NH2:1][C:4]1[CH:5]=[C:6]([CH:12]=[CH:13][C:14]=1[N:15]1[CH2:20][CH2:19][CH2:18][CH2:17][CH2:16]1)[C:7]([O:9][CH2:10][CH3:11])=[O:8], predict the reactants needed to synthesize it. The reactants are: [N+:1]([C:4]1[CH:5]=[C:6]([CH:12]=[CH:13][C:14]=1[N:15]1[CH2:20][CH2:19][CH2:18][CH2:17][CH2:16]1)[C:7]([O:9][CH2:10][CH3:11])=[O:8])([O-])=O. (3) Given the product [ClH:42].[F:1][C:2]1[CH:3]=[C:4]([CH:38]=[C:39]([F:41])[CH:40]=1)[CH2:5][N:6]1[CH:10]=[C:9]([C:11]2[C:19]3[C:14](=[N:15][CH:16]=[C:17]([C:20]4[CH:21]=[N:22][N:23]([CH:25]5[CH2:26][CH2:27][NH:28][CH2:29][CH2:30]5)[CH:24]=4)[CH:18]=3)[NH:13][CH:12]=2)[CH:8]=[N:7]1, predict the reactants needed to synthesize it. The reactants are: [F:1][C:2]1[CH:3]=[C:4]([CH:38]=[C:39]([F:41])[CH:40]=1)[CH2:5][N:6]1[CH:10]=[C:9]([C:11]2[C:19]3[C:14](=[N:15][CH:16]=[C:17]([C:20]4[CH:21]=[N:22][N:23]([CH:25]5[CH2:30][CH2:29][N:28](C(OC(C)(C)C)=O)[CH2:27][CH2:26]5)[CH:24]=4)[CH:18]=3)[NH:13][CH:12]=2)[CH:8]=[N:7]1.[ClH:42].CCOCC. (4) Given the product [F:1][C:2]1[CH:7]=[CH:6][C:5]([S:8]([C:11]2[C:16]([CH2:17][C:18]3[C:26]4[C:25](=[O:27])[CH2:24][C:23]([CH3:29])([CH3:28])[CH2:22][C:21]=4[N:20]([CH2:30][C:31]([OH:33])=[O:32])[C:19]=3[CH3:36])=[CH:15][CH:14]=[CH:13][N:12]=2)(=[O:9])=[O:10])=[CH:4][CH:3]=1, predict the reactants needed to synthesize it. The reactants are: [F:1][C:2]1[CH:7]=[CH:6][C:5]([S:8]([C:11]2[C:16]([CH2:17][C:18]3[C:26]4[C:25](=[O:27])[CH2:24][C:23]([CH3:29])([CH3:28])[CH2:22][C:21]=4[N:20]([CH2:30][C:31]([O:33]CC)=[O:32])[C:19]=3[CH3:36])=[CH:15][CH:14]=[CH:13][N:12]=2)(=[O:10])=[O:9])=[CH:4][CH:3]=1.[OH-].[Na+]. (5) Given the product [F:1][C:2]1[C:10]2[C:9]([CH3:12])([CH3:11])[O:8][B:7]([OH:13])[C:6]=2[CH:5]=[CH:4][C:3]=1[C:14]1[CH2:26][C:25]([C:23]2[CH:22]=[C:21]([Cl:31])[C:20]([Cl:32])=[C:19]([Cl:18])[CH:24]=2)([C:27]([F:30])([F:29])[F:28])[O:16][N:15]=1, predict the reactants needed to synthesize it. The reactants are: [F:1][C:2]1[C:10]2[C:9]([CH3:12])([CH3:11])[O:8][B:7]([OH:13])[C:6]=2[CH:5]=[CH:4][C:3]=1[C:14](Cl)=[N:15][OH:16].[Cl:18][C:19]1[CH:24]=[C:23]([C:25]([C:27]([F:30])([F:29])[F:28])=[CH2:26])[CH:22]=[C:21]([Cl:31])[C:20]=1[Cl:32]. (6) Given the product [CH2:1]([C:3]1[N:4]2[CH2:9][CH2:10][NH:11][CH:22]([CH2:21][CH2:20][C:15]3[CH:16]=[CH:17][C:18]([CH3:19])=[C:13]([F:12])[CH:14]=3)[C:5]2=[C:6]([I:8])[N:7]=1)[CH3:2], predict the reactants needed to synthesize it. The reactants are: [CH2:1]([C:3]1[N:4]([CH2:9][CH2:10][NH2:11])[CH:5]=[C:6]([I:8])[N:7]=1)[CH3:2].[F:12][C:13]1[CH:14]=[C:15]([CH2:20][CH2:21][CH:22]=O)[CH:16]=[CH:17][C:18]=1[CH3:19]. (7) Given the product [OH:24][C:25]1[C:26]([C:33]([NH:1][C@H:2]2[CH2:10][O:9][CH2:8][C@H:7]([O:11][C:12]([CH2:13][CH3:14])([CH3:15])[CH3:16])[C@@H:6]([O:17][CH2:18][CH:19]([CH3:21])[CH3:20])[C@H:5]([CH3:22])[O:4][C:3]2=[O:23])=[O:34])=[N:27][CH:28]=[CH:29][C:30]=1[O:31][CH3:32], predict the reactants needed to synthesize it. The reactants are: [NH2:1][C@H:2]1[CH2:10][O:9][CH2:8][C@H:7]([O:11][C:12]([CH3:16])([CH3:15])[CH2:13][CH3:14])[C@@H:6]([O:17][CH2:18][CH:19]([CH3:21])[CH3:20])[C@H:5]([CH3:22])[O:4][C:3]1=[O:23].[OH:24][C:25]1[C:26]([C:33](O)=[O:34])=[N:27][CH:28]=[CH:29][C:30]=1[O:31][CH3:32].CN1CCOCC1.CN(C(ON1N=NC2C=CC=NC1=2)=[N+](C)C)C.F[P-](F)(F)(F)(F)F. (8) Given the product [CH2:1]([NH:3][C:4]([N:6]1[CH2:11][C:10]([CH3:13])([CH3:12])[N:9]([CH2:14][C:15]2[CH:20]=[C:19]([C:21]3[CH:26]=[CH:25][C:24]([OH:27])=[CH:23][CH:22]=3)[N:18]=[C:17]3[NH:31][N:32]=[C:33]([CH3:34])[C:16]=23)[CH2:8][C:7]1([CH3:41])[CH3:42])=[O:5])[CH3:2], predict the reactants needed to synthesize it. The reactants are: [CH2:1]([NH:3][C:4]([N:6]1[CH2:11][C:10]([CH3:13])([CH3:12])[N:9]([CH2:14][C:15]2[CH:20]=[C:19]([C:21]3[CH:26]=[CH:25][C:24]([O:27]COC)=[CH:23][CH:22]=3)[N:18]=[C:17]3[N:31](C4CCCCO4)[N:32]=[C:33]([CH3:34])[C:16]=23)[CH2:8][C:7]1([CH3:42])[CH3:41])=[O:5])[CH3:2].Cl. (9) Given the product [CH3:25][C:19]1[CH:18]=[CH:17][C:16]2[C:21](=[CH:22][CH:23]=[CH:24][C:15]=2[O:14][CH2:13][CH2:12][N:9]2[CH2:10][CH2:11][C:6](=[CH:5][C:4]3[CH:26]=[CH:27][CH:28]=[C:2]([C:31]4[CH:30]=[N:29][CH:34]=[CH:33][CH:32]=4)[CH:3]=3)[CH2:7][CH2:8]2)[N:20]=1, predict the reactants needed to synthesize it. The reactants are: I[C:2]1[CH:3]=[C:4]([CH:26]=[CH:27][CH:28]=1)[CH:5]=[C:6]1[CH2:11][CH2:10][N:9]([CH2:12][CH2:13][O:14][C:15]2[CH:24]=[CH:23][CH:22]=[C:21]3[C:16]=2[CH:17]=[CH:18][C:19]([CH3:25])=[N:20]3)[CH2:8][CH2:7]1.[N:29]1[CH:34]=[CH:33][CH:32]=[C:31](B(O)O)[CH:30]=1.